From a dataset of Reaction yield outcomes from USPTO patents with 853,638 reactions. Predict the reaction yield, written as a fraction of the theoretical maximum amount of product (1.0 means a 100% yield; for example, 0.34 means a 34% yield). (1) The reactants are C[O:2][C:3]([C:5]1[N:13]=[CH:12][C:11]2[NH:10][C:9]3[N:14]=[CH:15][C:16]([C:18]4[CH:23]=[CH:22][C:21]([CH2:24][N:25]5[CH2:30][CH2:29][CH2:28][CH2:27][CH2:26]5)=[CH:20][CH:19]=4)=[CH:17][C:8]=3[C:7]=2[CH:6]=1)=O.[NH3:31]. The catalyst is CO. The product is [N:25]1([CH2:24][C:21]2[CH:22]=[CH:23][C:18]([C:16]3[CH:15]=[N:14][C:9]4[NH:10][C:11]5[CH:12]=[N:13][C:5]([C:3]([NH2:31])=[O:2])=[CH:6][C:7]=5[C:8]=4[CH:17]=3)=[CH:19][CH:20]=2)[CH2:26][CH2:27][CH2:28][CH2:29][CH2:30]1. The yield is 0.160. (2) The reactants are Br[C:2]1[C:10]2[O:9][CH2:8][CH:7]([C:11]3[CH:16]=[CH:15][C:14]([CH:17]([CH3:19])[CH3:18])=[CH:13][CH:12]=3)[C:6]=2[C:5]([CH3:20])=[C:4]([NH:21][C:22](=[O:28])[CH2:23][C:24]([CH3:27])([CH3:26])[CH3:25])[C:3]=1[CH3:29].[Cu](C#N)[C:31]#[N:32].N. The catalyst is CS(C)=O. The product is [C:31]([C:2]1[C:10]2[O:9][CH2:8][CH:7]([C:11]3[CH:12]=[CH:13][C:14]([CH:17]([CH3:19])[CH3:18])=[CH:15][CH:16]=3)[C:6]=2[C:5]([CH3:20])=[C:4]([NH:21][C:22](=[O:28])[CH2:23][C:24]([CH3:26])([CH3:25])[CH3:27])[C:3]=1[CH3:29])#[N:32]. The yield is 0.820. (3) The reactants are [Br:1][C:2]1[CH:3]=[C:4]2[C:10]([CH3:11])=[N:9][N:8]([C:12]([O:14][C:15]([CH3:18])([CH3:17])[CH3:16])=[O:13])[C:5]2=[N:6][CH:7]=1.[Br:19]N1C(=O)CCC1=O.N(C(C)(C)C#N)=NC(C)(C)C#N. The yield is 0.0660. The catalyst is C(Cl)(Cl)(Cl)Cl. The product is [Br:1][C:2]1[CH:3]=[C:4]2[C:10]([CH2:11][Br:19])=[N:9][N:8]([C:12]([O:14][C:15]([CH3:18])([CH3:17])[CH3:16])=[O:13])[C:5]2=[N:6][CH:7]=1. (4) The reactants are [F:1][C:2]1[CH:3]=[C:4]([C@H:8]2[CH2:12][CH2:11][CH2:10][N:9]2[C:13]2[CH:18]=[CH:17][N:16]3[N:19]=[CH:20][C:21]([NH2:22])=[C:15]3[N:14]=2)[CH:5]=[CH:6][CH:7]=1.[CH3:23][N:24]1[CH:28]=[CH:27][N:26]=[C:25]1[C:29](O)=[O:30].CN(C(ON1N=NC2C=CC=NC1=2)=[N+](C)C)C.F[P-](F)(F)(F)(F)F.CCN(C(C)C)C(C)C. The catalyst is CCOC(C)=O.CN(C=O)C. The product is [F:1][C:2]1[CH:3]=[C:4]([C@H:8]2[CH2:12][CH2:11][CH2:10][N:9]2[C:13]2[CH:18]=[CH:17][N:16]3[N:19]=[CH:20][C:21]([NH:22][C:29]([C:25]4[N:24]([CH3:23])[CH:28]=[CH:27][N:26]=4)=[O:30])=[C:15]3[N:14]=2)[CH:5]=[CH:6][CH:7]=1. The yield is 0.680. (5) The reactants are [N:1]1[CH:6]=[CH:5][CH:4]=[C:3]([O:7][C:8]2[CH:9]=[CH:10][C:11]3[C:12]4[N:26](COCC[Si](C)(C)C)[N:25]=[CH:24][C:13]=4[C:14](=[O:23])[N:15]([CH2:18][C:19]([F:22])([F:21])[F:20])[C:16]=3[CH:17]=2)[CH:2]=1.N1C=CC=C(OC2C=CC3C4NN(COCC[Si](C)(C)C)CC=4C(=O)N(CC(F)(F)F)C=3C=2)C=1.[ClH:69]. The catalyst is O1CCOCC1. The product is [ClH:69].[N:1]1[CH:6]=[CH:5][CH:4]=[C:3]([O:7][C:8]2[CH:9]=[CH:10][C:11]3[C:12]4[C:13](=[CH:24][NH:25][N:26]=4)[C:14](=[O:23])[N:15]([CH2:18][C:19]([F:20])([F:21])[F:22])[C:16]=3[CH:17]=2)[CH:2]=1. The yield is 0.580.